From a dataset of Full USPTO retrosynthesis dataset with 1.9M reactions from patents (1976-2016). Predict the reactants needed to synthesize the given product. (1) Given the product [CH3:28][O:29][C:30](=[O:33])[CH2:31][NH:32][C:13](=[O:14])[CH2:12][O:11][C:10]1[CH:16]=[C:17]([C:20]#[N:21])[CH:18]=[CH:19][C:9]=1[CH2:8][NH:7][C:5](=[O:6])[C:4]1[CH:22]=[C:23]([O:25][CH3:26])[CH:24]=[C:2]([Cl:1])[CH:3]=1, predict the reactants needed to synthesize it. The reactants are: [Cl:1][C:2]1[CH:3]=[C:4]([CH:22]=[C:23]([O:25][CH3:26])[CH:24]=1)[C:5]([NH:7][CH2:8][C:9]1[CH:19]=[CH:18][C:17]([C:20]#[N:21])=[CH:16][C:10]=1[O:11][CH2:12][C:13](O)=[O:14])=[O:6].Cl.[CH3:28][O:29][C:30](=[O:33])[CH2:31][NH2:32]. (2) Given the product [O:33]1[CH2:38][CH2:37][CH2:36][CH2:35][CH:34]1[N:39]1[C:47]2[C:42](=[CH:43][C:44]([NH:48][C:2]3[CH:14]=[CH:13][C:5]([C:6]([O:8][C:9]([CH3:12])([CH3:11])[CH3:10])=[O:7])=[CH:4][CH:3]=3)=[CH:45][CH:46]=2)[CH:41]=[N:40]1, predict the reactants needed to synthesize it. The reactants are: Br[C:2]1[CH:14]=[CH:13][C:5]([C:6]([O:8][C:9]([CH3:12])([CH3:11])[CH3:10])=[O:7])=[CH:4][CH:3]=1.C1OCCOCCOCCOCCOCCOC1.[O:33]1[CH2:38][CH2:37][CH2:36][CH2:35][CH:34]1[N:39]1[C:47]2[C:42](=[CH:43][C:44]([NH2:48])=[CH:45][CH:46]=2)[CH:41]=[N:40]1.C(NC1C(C)=CC(C(OC)=O)=C(C)C=1)(=O)C.CC(C)([O-])C.[Na+].C1C=CC(P(C2C=CC3C(=CC=CC=3)C=2C2C3C(=CC=CC=3)C=CC=2P(C2C=CC=CC=2)C2C=CC=CC=2)C2C=CC=CC=2)=CC=1. (3) The reactants are: CS[C:3]1[S:4][CH2:5][CH2:6][N:7]=1.Cl[C:9]1[N:14]=[CH:13][C:12]([CH2:15][NH2:16])=[CH:11][CH:10]=1. Given the product [S:4]1[CH2:5][CH2:6][N:7]=[C:3]1[NH:16][CH2:15][C:12]1[CH:13]=[N:14][CH:9]=[CH:10][CH:11]=1, predict the reactants needed to synthesize it. (4) Given the product [CH:14]1([S:19][C:20]2[CH:25]=[CH:24][CH:23]=[C:22]([C:6]3[CH:7]=[CH:8][C:3]([C:2]([F:13])([F:12])[F:1])=[CH:4][CH:5]=3)[CH:21]=2)[CH2:15][CH2:16][CH2:17][CH2:18]1, predict the reactants needed to synthesize it. The reactants are: [F:1][C:2]([F:13])([F:12])[C:3]1[CH:8]=[CH:7][C:6](B(O)O)=[CH:5][CH:4]=1.[CH:14]1([S:19][C:20]2[CH:25]=[CH:24][CH:23]=[C:22](Br)[CH:21]=2)[CH2:18][CH2:17][CH2:16][CH2:15]1.C(=O)([O-])[O-].[Na+].[Na+].C1(C)C=CC=CC=1. (5) Given the product [CH2:2]([O:9][C:10](=[O:16])[C@@H:11]([NH:15][C:29]([O:28][C:25]([CH3:27])([CH3:26])[CH3:24])=[O:30])[CH2:12][CH2:13][Br:14])[C:3]1[CH:8]=[CH:7][CH:6]=[CH:5][CH:4]=1, predict the reactants needed to synthesize it. The reactants are: Cl.[CH2:2]([O:9][C:10](=[O:16])[C@@H:11]([NH2:15])[CH2:12][CH2:13][Br:14])[C:3]1[CH:8]=[CH:7][CH:6]=[CH:5][CH:4]=1.C(N(CC)CC)C.[CH3:24][C:25]([O:28][C:29](O[C:29]([O:28][C:25]([CH3:27])([CH3:26])[CH3:24])=[O:30])=[O:30])([CH3:27])[CH3:26]. (6) The reactants are: [CH2:1]1[C:9]2[C:4](=[CH:5][CH:6]=[CH:7][CH:8]=2)[C:3]([CH2:10][CH2:11][N:12]2[CH2:17][CH2:16][C:15]([CH2:19][NH:20]C(=O)OCC)([OH:18])[CH2:14][CH2:13]2)=[CH:2]1.C1C2C(=CC=CC=2)C(CCBr)=C1. Given the product [NH2:20][CH2:19][C:15]1([OH:18])[CH2:14][CH2:13][N:12]([CH2:11][CH2:10][C:3]2[C:4]3[C:9](=[CH:8][CH:7]=[CH:6][CH:5]=3)[CH2:1][CH:2]=2)[CH2:17][CH2:16]1, predict the reactants needed to synthesize it. (7) The reactants are: [NH2:1][C@@H:2]([C:4]([OH:6])=[O:5])[CH3:3].[OH-].[Na+].[CH3:9][O:10][C:11](Cl)=[O:12]. Given the product [CH3:9][O:10][C:11]([NH:1][C@@H:2]([C:4]([OH:6])=[O:5])[CH3:3])=[O:12], predict the reactants needed to synthesize it. (8) Given the product [Cl:27][C:19]1[CH:18]=[C:17]([NH:16][C:1]([N:39]2[CH2:40][CH2:41][N:36]([CH2:35][CH:31]3[CH2:32][CH2:33][CH2:34][N:29]([CH3:28])[CH2:30]3)[CH2:37][CH2:38]2)=[O:2])[CH:22]=[CH:21][C:20]=1[C:23]([F:24])([F:25])[F:26], predict the reactants needed to synthesize it. The reactants are: [C:1](OC(OC(C)(C)C)=O)(OC(C)(C)C)=[O:2].[NH2:16][C:17]1[CH:22]=[CH:21][C:20]([C:23]([F:26])([F:25])[F:24])=[C:19]([Cl:27])[CH:18]=1.[CH3:28][N:29]1[CH2:34][CH2:33][CH2:32][CH:31]([CH2:35][N:36]2[CH2:41][CH2:40][NH:39][CH2:38][CH2:37]2)[CH2:30]1. (9) Given the product [NH2:3][C:4]1[C:9]([C:10]2[O:11][C:12]3[C:18]([C:19]([OH:21])=[O:20])=[CH:17][CH:16]=[CH:15][C:13]=3[N:14]=2)=[CH:8][C:7]([C:23]2[CH:24]=[N:25][N:26]([CH:28]3[CH2:29][CH2:30][N:31]([C:34]([O:36][C:37]([CH3:40])([CH3:39])[CH3:38])=[O:35])[CH2:32][CH2:33]3)[CH:27]=2)=[CH:6][N:5]=1, predict the reactants needed to synthesize it. The reactants are: [OH-].[Na+].[NH2:3][C:4]1[C:9]([C:10]2[O:11][C:12]3[C:18]([C:19]([O:21]C)=[O:20])=[CH:17][CH:16]=[CH:15][C:13]=3[N:14]=2)=[CH:8][C:7]([C:23]2[CH:24]=[N:25][N:26]([CH:28]3[CH2:33][CH2:32][N:31]([C:34]([O:36][C:37]([CH3:40])([CH3:39])[CH3:38])=[O:35])[CH2:30][CH2:29]3)[CH:27]=2)=[CH:6][N:5]=1. (10) Given the product [Cl:1][C:2]1[N:7]=[C:6]([CH2:8][NH:20][CH2:19][CH2:18][O:17][CH3:16])[CH:5]=[C:4]([N:10]2[CH2:15][CH2:14][O:13][CH2:12][CH2:11]2)[N:3]=1, predict the reactants needed to synthesize it. The reactants are: [Cl:1][C:2]1[N:7]=[C:6]([CH:8]=O)[CH:5]=[C:4]([N:10]2[CH2:15][CH2:14][O:13][CH2:12][CH2:11]2)[N:3]=1.[CH3:16][O:17][CH2:18][CH2:19][NH2:20].